From a dataset of NCI-60 drug combinations with 297,098 pairs across 59 cell lines. Regression. Given two drug SMILES strings and cell line genomic features, predict the synergy score measuring deviation from expected non-interaction effect. Drug 1: CCCCC(=O)OCC(=O)C1(CC(C2=C(C1)C(=C3C(=C2O)C(=O)C4=C(C3=O)C=CC=C4OC)O)OC5CC(C(C(O5)C)O)NC(=O)C(F)(F)F)O. Drug 2: C1C(C(OC1N2C=NC3=C2NC=NCC3O)CO)O. Cell line: CAKI-1. Synergy scores: CSS=45.0, Synergy_ZIP=5.69, Synergy_Bliss=7.54, Synergy_Loewe=1.84, Synergy_HSA=6.65.